Dataset: Peptide-MHC class II binding affinity with 134,281 pairs from IEDB. Task: Regression. Given a peptide amino acid sequence and an MHC pseudo amino acid sequence, predict their binding affinity value. This is MHC class II binding data. (1) The peptide sequence is LQFNQMMNPSHVKFL. The MHC is DRB1_0901 with pseudo-sequence DRB1_0901. The binding affinity (normalized) is 0.915. (2) The peptide sequence is QAVELTARLNSLGEA. The MHC is DRB1_0301 with pseudo-sequence DRB1_0301. The binding affinity (normalized) is 0.313. (3) The peptide sequence is GWIISNIFGAIPVLG. The MHC is DRB1_0802 with pseudo-sequence DRB1_0802. The binding affinity (normalized) is 0.450. (4) The peptide sequence is ISEAGQAMASTEGNV. The MHC is DRB1_0101 with pseudo-sequence DRB1_0101. The binding affinity (normalized) is 0.353. (5) The peptide sequence is YYEIGKILSRDILSKINQPY. The MHC is DRB1_1301 with pseudo-sequence DRB1_1301. The binding affinity (normalized) is 0.851. (6) The peptide sequence is AAATAGTMVYGAFAA. The MHC is HLA-DQA10102-DQB10602 with pseudo-sequence HLA-DQA10102-DQB10602. The binding affinity (normalized) is 0.764. (7) The peptide sequence is DINVGFKAAVAAAAG. The MHC is HLA-DPA10201-DPB11401 with pseudo-sequence HLA-DPA10201-DPB11401. The binding affinity (normalized) is 0.913. (8) The peptide sequence is PEFSELFAAFPSFAG. The MHC is DRB4_0101 with pseudo-sequence DRB4_0103. The binding affinity (normalized) is 0.269.